Dataset: Forward reaction prediction with 1.9M reactions from USPTO patents (1976-2016). Task: Predict the product of the given reaction. (1) The product is: [CH2:1]([N:8]1[CH2:13][CH2:12][CH:11]([N:14]2[C:20]3[C:19](=[CH:24][C:23]([F:25])=[CH:22][CH:21]=3)[C:16]([CH3:18])([CH3:17])[C:15]2=[O:27])[CH2:10][CH2:9]1)[C:2]1[CH:7]=[CH:6][CH:5]=[CH:4][CH:3]=1. Given the reactants [CH2:1]([N:8]1[CH2:13][CH2:12][CH:11]([NH:14][C:15](=[O:27])[C:16]([C:19]2[CH:24]=[C:23]([F:25])[CH:22]=[CH:21][C:20]=2Br)([CH3:18])[CH3:17])[CH2:10][CH2:9]1)[C:2]1[CH:7]=[CH:6][CH:5]=[CH:4][CH:3]=1.C1(B(O)O)C=CC=CC=1.C1(P(C2CCCCC2)C2C=CC=CC=2C2C(C(C)C)=CC(C(C)C)=CC=2C(C)C)CCCCC1.C(=O)([O-])[O-].[K+].[K+], predict the reaction product. (2) Given the reactants [F:1][C:2]1[N:7]=[CH:6][C:5]([NH2:8])=[C:4]([I:9])[CH:3]=1.C(O)(C(F)(F)F)=O.[CH3:17][O:18][CH2:19][CH2:20]Cl.[OH-].[K+].[F-].[K+], predict the reaction product. The product is: [F:1][C:2]1[N:7]=[CH:6][C:5]([NH:8][CH2:20][CH2:19][O:18][CH3:17])=[C:4]([I:9])[CH:3]=1. (3) Given the reactants COC1C=C(OC)C=CC=1C[N:6]1[C:11](=[O:12])[C:10]2[CH:13]=[C:14]([CH2:16][CH3:17])[S:15][C:9]=2[N:8]([CH2:18][C:19]2[CH:24]=[CH:23][C:22]([C:25]3[CH:30]=[CH:29][CH:28]=[CH:27][C:26]=3[C:31]3[N:35]([CH2:36][O:37][CH2:38][CH2:39][O:40][CH3:41])[C:34](=[O:42])[O:33][N:32]=3)=[CH:21][CH:20]=2)[C:7]1=[O:43].FC(F)(F)C(O)=O, predict the reaction product. The product is: [CH2:16]([C:14]1[S:15][C:9]2[N:8]([CH2:18][C:19]3[CH:20]=[CH:21][C:22]([C:25]4[CH:30]=[CH:29][CH:28]=[CH:27][C:26]=4[C:31]4[N:35]([CH2:36][O:37][CH2:38][CH2:39][O:40][CH3:41])[C:34](=[O:42])[O:33][N:32]=4)=[CH:23][CH:24]=3)[C:7](=[O:43])[NH:6][C:11](=[O:12])[C:10]=2[CH:13]=1)[CH3:17]. (4) The product is: [CH3:45][O:44][C:42](=[O:43])[CH:41]=[CH:46][C:15]1[CH:16]=[C:17]2[C:12](=[CH:13][CH:14]=1)[CH:11]=[C:10]([CH2:9][O:8][Si:1]([C:4]([CH3:7])([CH3:5])[CH3:6])([CH3:3])[CH3:2])[CH:19]=[CH:18]2. Given the reactants [Si:1]([O:8][CH2:9][C:10]1[CH:19]=[CH:18][C:17]2[C:12](=[CH:13][CH:14]=[C:15](C=O)[CH:16]=2)[CH:11]=1)([C:4]([CH3:7])([CH3:6])[CH3:5])([CH3:3])[CH3:2].C1(P(=[CH:41][C:42]([O:44][CH3:45])=[O:43])(C2C=CC=CC=2)C2C=CC=CC=2)C=CC=CC=1.[CH2:46]1COCC1, predict the reaction product. (5) Given the reactants [Br:1][C:2]1[CH:7]=[C:6]([Cl:8])[C:5]([S:9](Cl)(=[O:11])=[O:10])=[C:4]([Cl:13])[CH:3]=1.[NH2:14][C:15]1[C:16]([CH2:22][CH:23]([CH3:25])[CH3:24])=[N:17][N:18]([CH3:21])[C:19]=1[CH3:20], predict the reaction product. The product is: [Br:1][C:2]1[CH:7]=[C:6]([Cl:8])[C:5]([S:9]([NH:14][C:15]2[C:16]([CH2:22][CH:23]([CH3:25])[CH3:24])=[N:17][N:18]([CH3:21])[C:19]=2[CH3:20])(=[O:11])=[O:10])=[C:4]([Cl:13])[CH:3]=1. (6) The product is: [ClH:72].[S:23]1[C:33]2[CH:32]=[C:31]([CH2:34][NH:1][CH:2]3[CH2:7][CH2:6][N:5]([CH2:8][C@H:9]4[N:19]5[C:20]6[N:11]([C:12](=[O:22])[CH:13]=[CH:14][C:15]=6[N:16]=[CH:17][C:18]5=[O:21])[CH2:10]4)[CH2:4][CH2:3]3)[N:30]=[CH:29][C:28]=2[O:27][CH2:26][CH2:25][CH2:24]1. Given the reactants [NH2:1][CH:2]1[CH2:7][CH2:6][N:5]([CH2:8][C@H:9]2[N:19]3[C:20]4[N:11]([C:12](=[O:22])[CH:13]=[CH:14][C:15]=4[N:16]=[CH:17][C:18]3=[O:21])[CH2:10]2)[CH2:4][CH2:3]1.[S:23]1[C:33]2[CH:32]=[C:31]([CH:34]=O)[N:30]=[CH:29][C:28]=2[O:27][CH2:26][CH2:25][CH2:24]1.S1C2C=C(C=O)N=CC=2OCC1.BrC(Br)(C)C.C(O[BH-](OC(=O)C)OC(=O)C)(=O)C.[Na+].C(=O)([O-])O.[Na+].[Cl:72]CCl, predict the reaction product.